This data is from TCR-epitope binding with 47,182 pairs between 192 epitopes and 23,139 TCRs. The task is: Binary Classification. Given a T-cell receptor sequence (or CDR3 region) and an epitope sequence, predict whether binding occurs between them. (1) Result: 0 (the TCR does not bind to the epitope). The epitope is SEISMDNSPNL. The TCR CDR3 sequence is CASSLAEGGEQFF. (2) The epitope is NLDSKVGGNY. The TCR CDR3 sequence is CASSYGTGELFF. Result: 0 (the TCR does not bind to the epitope). (3) The epitope is IPSINVHHY. The TCR CDR3 sequence is CASSAETGPNEKLFF. Result: 1 (the TCR binds to the epitope). (4) The epitope is SSTFNVPMEKLK. The TCR CDR3 sequence is CASSLDLTDTQYF. Result: 0 (the TCR does not bind to the epitope). (5) The epitope is MPASWVMRI. The TCR CDR3 sequence is CASSLWGLNEKLFF. Result: 0 (the TCR does not bind to the epitope). (6) The epitope is NLNESLIDL. The TCR CDR3 sequence is CASSYLRLADLYNEQFF. Result: 0 (the TCR does not bind to the epitope).